This data is from Forward reaction prediction with 1.9M reactions from USPTO patents (1976-2016). The task is: Predict the product of the given reaction. (1) Given the reactants C[N:2]([CH3:21])[CH:3]=[CH:4][C:5]([C:7]1[CH:8]=[C:9]([N:13]([CH2:19][CH3:20])[C:14]([CH:16]2[CH2:18][CH2:17]2)=[O:15])[CH:10]=[CH:11][CH:12]=1)=O.N[C:23]1[C:27]([C:28]#[N:29])=C[NH:25][N:24]=1, predict the reaction product. The product is: [C:28]([C:27]1[CH:23]=[N:24][N:25]2[C:5]([C:7]3[CH:8]=[C:9]([N:13]([CH2:19][CH3:20])[C:14]([CH:16]4[CH2:17][CH2:18]4)=[O:15])[CH:10]=[CH:11][CH:12]=3)=[CH:4][CH:3]=[N:2][C:21]=12)#[N:29]. (2) Given the reactants [NH2:1][C:2]1[CH:3]=[C:4]([NH:9][C:10](=O)C)[CH:5]=[CH:6][C:7]=1[CH3:8].[Cl:13]C1[N:19]=[CH:18][CH:17]=[CH:16][N:15]=1, predict the reaction product. The product is: [ClH:13].[CH3:8][C:7]1[C:2]([NH2:1])=[CH:3][C:4]([NH:9][C:10]2[N:19]=[CH:18][CH:17]=[CH:16][N:15]=2)=[CH:5][CH:6]=1. (3) Given the reactants Cl[C:2]1[CH:7]=[C:6]([C:8]2[CH:13]=[CH:12][CH:11]=[CH:10][CH:9]=2)[N:5]=[C:4]([NH:14][C:15](=[O:29])[CH2:16][CH2:17][C:18]([C:20]2[CH:21]=[CH:22][C:23]3[O:27][CH2:26][CH2:25][C:24]=3[CH:28]=2)=[O:19])[CH:3]=1.C1(C2C=CC=CC=2)C=CC=CC=1P(C1CCCCC1)C1CCCCC1.C(=O)([O-])[O-].[K+].[K+].[CH3:61][O:62][C:63]1[CH:68]=[CH:67][C:66](B(O)O)=[CH:65][CH:64]=1, predict the reaction product. The product is: [O:27]1[C:23]2[CH:22]=[CH:21][C:20]([C:18](=[O:19])[CH2:17][CH2:16][C:15]([NH:14][C:4]3[CH:3]=[C:2]([C:66]4[CH:67]=[CH:68][C:63]([O:62][CH3:61])=[CH:64][CH:65]=4)[CH:7]=[C:6]([C:8]4[CH:13]=[CH:12][CH:11]=[CH:10][CH:9]=4)[N:5]=3)=[O:29])=[CH:28][C:24]=2[CH2:25][CH2:26]1. (4) Given the reactants [C:1]([CH:5]1[N:14]2[C:9](=[CH:10][C:11](=[O:20])[C:12]([C:15]([O:17]CC)=[O:16])=[CH:13]2)[C:8]2[CH:21]=[C:22]([O:32][CH3:33])[C:23]([O:25][CH2:26][C:27]([CH3:31])([CH3:30])[CH2:28][OH:29])=[CH:24][C:7]=2[CH2:6]1)([CH3:4])([CH3:3])[CH3:2].CO.O[Li].O, predict the reaction product. The product is: [C:1]([CH:5]1[N:14]2[C:9](=[CH:10][C:11](=[O:20])[C:12]([C:15]([OH:17])=[O:16])=[CH:13]2)[C:8]2[CH:21]=[C:22]([O:32][CH3:33])[C:23]([O:25][CH2:26][C:27]([CH3:31])([CH3:30])[CH2:28][OH:29])=[CH:24][C:7]=2[CH2:6]1)([CH3:4])([CH3:2])[CH3:3]. (5) Given the reactants [CH3:1][N:2]1[CH2:7][CH2:6][C:5]2[N:8]=[C:9]([C:11]([O-:13])=O)[S:10][C:4]=2[CH2:3]1.[Li+].O.ON1C2C=CC=CC=2N=N1.[Cl:26][C:27]1[CH:28]=[C:29]2[C:33](=[CH:34][CH:35]=1)[NH:32][C:31]([C:36]([NH:38][C@@H:39]1[CH2:42][CH2:41][C@@H:40]1[NH2:43])=[O:37])=[CH:30]2, predict the reaction product. The product is: [ClH:26].[Cl:26][C:27]1[CH:28]=[C:29]2[C:33](=[CH:34][CH:35]=1)[NH:32][C:31]([C:36]([NH:38][C@@H:39]1[CH2:42][CH2:41][C@@H:40]1[NH:43][C:11]([C:9]1[S:10][C:4]3[CH2:3][N:2]([CH3:1])[CH2:7][CH2:6][C:5]=3[N:8]=1)=[O:13])=[O:37])=[CH:30]2.